From a dataset of M1 muscarinic receptor antagonist screen with 61,756 compounds. Binary Classification. Given a drug SMILES string, predict its activity (active/inactive) in a high-throughput screening assay against a specified biological target. (1) The molecule is S(c1[nH]c(c(CC)c(=O)n1)C)CCOc1ccc(OC)cc1. The result is 0 (inactive). (2) The molecule is Clc1cc(n2c(nnc2SCC#N)COc2c3c(ccc2)cccc3)ccc1. The result is 0 (inactive).